From a dataset of Full USPTO retrosynthesis dataset with 1.9M reactions from patents (1976-2016). Predict the reactants needed to synthesize the given product. (1) Given the product [NH:1]1[C:9]2[C:4](=[CH:5][CH:6]=[CH:7][CH:8]=2)[CH:3]=[C:2]1[C:10]1[CH:11]=[CH:12][C:13]([O:17][CH3:18])=[C:14]([N:16]=[C:19]=[S:20])[CH:15]=1, predict the reactants needed to synthesize it. The reactants are: [NH:1]1[C:9]2[C:4](=[CH:5][CH:6]=[CH:7][CH:8]=2)[CH:3]=[C:2]1[C:10]1[CH:11]=[CH:12][C:13]([O:17][CH3:18])=[C:14]([NH2:16])[CH:15]=1.[C:19](Cl)(Cl)=[S:20]. (2) The reactants are: N[CH2:2][C:3]1[C:4]([NH:13][CH2:14][CH3:15])=[N:5][C:6]([C:9]([F:12])([F:11])[F:10])=[CH:7][CH:8]=1.[F:16][C:17]1[CH:22]=[CH:21][C:20]([NH:23][C:24]([C:26]2[N:31]=[CH:30][C:29]([CH:32]([CH3:36])[C:33]([OH:35])=O)=[CH:28][N:27]=2)=[O:25])=[CH:19][CH:18]=1.[CH2:37](N(C(C)C)C(C)C)C. Given the product [CH2:14]([NH:13][C:4]1[C:3]([CH2:2][CH2:37][C:33](=[O:35])[CH:32]([C:29]2[CH:30]=[N:31][C:26]([C:24]([NH:23][C:20]3[CH:19]=[CH:18][C:17]([F:16])=[CH:22][CH:21]=3)=[O:25])=[N:27][CH:28]=2)[CH3:36])=[CH:8][CH:7]=[C:6]([C:9]([F:12])([F:11])[F:10])[N:5]=1)[CH3:15], predict the reactants needed to synthesize it.